This data is from Reaction yield outcomes from USPTO patents with 853,638 reactions. The task is: Predict the reaction yield, written as a fraction of the theoretical maximum amount of product (1.0 means a 100% yield; for example, 0.34 means a 34% yield). (1) The reactants are [C:1]([C:3]1[CH:4]=[C:5]([N+:10]([O-])=O)[C:6]([CH3:9])=[N:7][CH:8]=1)#[CH:2].[CH3:13][N:14]1[CH2:19][CH2:18][NH:17][CH2:16][CH2:15]1. The catalyst is CCO.[OH-].[OH-].[Pd+2]. The product is [CH3:9][C:6]1[C:5]([NH2:10])=[CH:4][C:3]([CH2:1][CH2:2][N:17]2[CH2:18][CH2:19][N:14]([CH3:13])[CH2:15][CH2:16]2)=[CH:8][N:7]=1. The yield is 0.770. (2) The reactants are [Cl:1][C:2]1[CH:11]=[CH:10][C:9]2[C:4](=[CH:5][CH:6]=[CH:7][C:8]=2[N+:12]([O-])=O)[N:3]=1. The catalyst is [Fe].C(O)(=O)C. The product is [Cl:1][C:2]1[CH:11]=[CH:10][C:9]2[C:4](=[CH:5][CH:6]=[CH:7][C:8]=2[NH2:12])[N:3]=1. The yield is 0.900. (3) The reactants are [F:1][C:2]([F:21])([F:20])[O:3][C:4]1[CH:5]=[C:6]2[C:14](=[CH:15][CH:16]=1)[NH:13][C:12]1[CH2:11][CH2:10][CH:9]([C:17]([NH2:19])=O)[CH2:8][C:7]2=1.[H-].[Al+3].[Li+].[H-].[H-].[H-]. The catalyst is O1CCCC1. The product is [F:21][C:2]([F:1])([F:20])[O:3][C:4]1[CH:5]=[C:6]2[C:14](=[CH:15][CH:16]=1)[NH:13][C:12]1[CH2:11][CH2:10][CH:9]([CH2:17][NH2:19])[CH2:8][C:7]2=1. The yield is 0.816. (4) The reactants are [F:1][C:2]1[CH:6]=[N:5][N:4]([CH3:7])[C:3]=1[C:8]1[CH:9]=[C:10]([NH2:16])[CH:11]=[CH:12][C:13]=1[O:14][CH3:15].[Cl:17][C:18]1[CH:19]=[C:20]([N:24]=[C:25]=[O:26])[CH:21]=[CH:22][CH:23]=1. No catalyst specified. The product is [Cl:17][C:18]1[CH:19]=[C:20]([NH:24][C:25]([NH:16][C:10]2[CH:11]=[CH:12][C:13]([O:14][CH3:15])=[C:8]([C:3]3[N:4]([CH3:7])[N:5]=[CH:6][C:2]=3[F:1])[CH:9]=2)=[O:26])[CH:21]=[CH:22][CH:23]=1. The yield is 0.270. (5) The reactants are [F:1][CH:2]1[C:7]([OH:18])([C:8]#[C:9][CH2:10][O:11][CH:12]2[CH2:17][CH2:16][CH2:15][CH2:14][O:13]2)[CH2:6][CH2:5][N:4]([C:19]([O:21][C:22]([CH3:25])([CH3:24])[CH3:23])=[O:20])[CH2:3]1. The catalyst is [Pd].CO. The product is [F:1][CH:2]1[C:7]([OH:18])([CH2:8][CH2:9][CH2:10][O:11][CH:12]2[CH2:17][CH2:16][CH2:15][CH2:14][O:13]2)[CH2:6][CH2:5][N:4]([C:19]([O:21][C:22]([CH3:25])([CH3:24])[CH3:23])=[O:20])[CH2:3]1. The yield is 0.890. (6) The reactants are [O:1]1[C:5]2[CH:6]=[CH:7][C:8]([C:10]3[CH:11]=[C:12]([C:26]([CH:28]4[CH2:30][CH2:29]4)=[O:27])[CH:13]=[C:14]([O:16]CC4C=CC(OC)=CC=4)[CH:15]=3)=[CH:9][C:4]=2[O:3][CH2:2]1. The catalyst is C(O)(=O)C. The product is [O:1]1[C:5]2[CH:6]=[CH:7][C:8]([C:10]3[CH:11]=[C:12]([C:26]([CH:28]4[CH2:29][CH2:30]4)=[O:27])[CH:13]=[C:14]([OH:16])[CH:15]=3)=[CH:9][C:4]=2[O:3][CH2:2]1. The yield is 0.790. (7) The reactants are [CH3:1][O:2][C:3](=[O:23])[NH:4][CH:5]([C:9]([N:11]1[CH2:15][CH2:14][CH2:13][CH:12]1[C:16]1[NH:17][C:18]([C:21]#[CH:22])=[CH:19][N:20]=1)=[O:10])[CH:6]([CH3:8])[CH3:7].[CH3:24][O:25][C:26](=[O:53])[NH:27][CH:28]([C:32]([N:34]1[CH2:38][CH2:37][CH2:36][CH:35]1[C:39]1[NH:40][C:41]([C:44]#[C:45][C:46]2[CH:51]=[CH:50][C:49](Br)=[CH:48][CH:47]=2)=[CH:42][N:43]=1)=[O:33])[CH:29]([CH3:31])[CH3:30].C(N(CC)CC)C. The catalyst is CN(C=O)C.C1C=CC([P]([Pd]([P](C2C=CC=CC=2)(C2C=CC=CC=2)C2C=CC=CC=2)([P](C2C=CC=CC=2)(C2C=CC=CC=2)C2C=CC=CC=2)[P](C2C=CC=CC=2)(C2C=CC=CC=2)C2C=CC=CC=2)(C2C=CC=CC=2)C2C=CC=CC=2)=CC=1.[Cu]I. The product is [CH3:1][O:2][C:3](=[O:23])[NH:4][CH:5]([C:9]([N:11]1[CH2:15][CH2:14][CH2:13][CH:12]1[C:16]1[NH:17][C:18]([C:21]#[C:22][C:49]2[CH:50]=[CH:51][C:46]([C:45]#[C:44][C:41]3[NH:40][C:39]([CH:35]4[CH2:36][CH2:37][CH2:38][N:34]4[C:32](=[O:33])[CH:28]([NH:27][C:26]([O:25][CH3:24])=[O:53])[CH:29]([CH3:31])[CH3:30])=[N:43][CH:42]=3)=[CH:47][CH:48]=2)=[CH:19][N:20]=1)=[O:10])[CH:6]([CH3:8])[CH3:7]. The yield is 0.170.